Dataset: Full USPTO retrosynthesis dataset with 1.9M reactions from patents (1976-2016). Task: Predict the reactants needed to synthesize the given product. Given the product [CH3:38][O:37][C:31]([C:32]1[CH:7]([C:6]2[CH:9]=[CH:10][C:3]([C:1]#[N:2])=[CH:4][CH:5]=2)[N:25]=[C:23]([O:22][CH3:21])[NH:24][C:33]=1[CH3:35])=[O:36], predict the reactants needed to synthesize it. The reactants are: [C:1]([C:3]1[CH:10]=[CH:9][C:6]([CH:7]=O)=[CH:5][CH:4]=1)#[N:2].C(=O)(O)[O-].[Na+].S(O)(O)(=O)=O.[CH3:21][O:22][C:23](=[NH:25])[NH2:24].[CH3:21][O:22][C:23](=[NH:25])[NH2:24].[C:31]([O:37][CH3:38])(=[O:36])[CH2:32][C:33]([CH3:35])=O.